The task is: Predict the reactants needed to synthesize the given product.. This data is from Full USPTO retrosynthesis dataset with 1.9M reactions from patents (1976-2016). (1) Given the product [CH3:2][C:3]1([CH3:23])[CH2:7][C:6]2[CH:8]=[CH:9][CH:10]=[C:11]([CH2:12][N:13]3[CH2:14][CH2:15][C:16]4([CH2:20][N:19]([C:24](=[O:31])[C:25]5[CH:30]=[CH:29][N:28]=[CH:27][CH:26]=5)[CH2:18][CH2:17]4)[CH2:21][CH2:22]3)[C:5]=2[O:4]1, predict the reactants needed to synthesize it. The reactants are: Cl.[CH3:2][C:3]1([CH3:23])[CH2:7][C:6]2[CH:8]=[CH:9][CH:10]=[C:11]([CH2:12][N:13]3[CH2:22][CH2:21][C:16]4([CH2:20][NH:19][CH2:18][CH2:17]4)[CH2:15][CH2:14]3)[C:5]=2[O:4]1.[C:24](O)(=[O:31])[C:25]1[CH:30]=[CH:29][N:28]=[CH:27][CH:26]=1.CCN=C=NCCCN(C)C.C1C=CC2N(O)N=NC=2C=1.CCN(CC)CC. (2) Given the product [F:14][C:13]([F:15])([F:16])[CH:6]1[CH2:7][C:8](=[O:12])[CH2:9][C:10](=[O:11])[CH2:5]1, predict the reactants needed to synthesize it. The reactants are: COC([CH:5]1[C:10]([O-:11])=[CH:9][C:8](=[O:12])[CH2:7][CH:6]1[C:13]([F:16])([F:15])[F:14])=O.[Na+].[OH-].[Na+].S(=O)(=O)(O)O.